From a dataset of NCI-60 drug combinations with 297,098 pairs across 59 cell lines. Regression. Given two drug SMILES strings and cell line genomic features, predict the synergy score measuring deviation from expected non-interaction effect. (1) Drug 1: C1=C(C(=O)NC(=O)N1)N(CCCl)CCCl. Drug 2: C#CCC(CC1=CN=C2C(=N1)C(=NC(=N2)N)N)C3=CC=C(C=C3)C(=O)NC(CCC(=O)O)C(=O)O. Cell line: SK-MEL-28. Synergy scores: CSS=3.25, Synergy_ZIP=-4.69, Synergy_Bliss=-1.65, Synergy_Loewe=-2.15, Synergy_HSA=-2.00. (2) Drug 1: CCN(CC)CCNC(=O)C1=C(NC(=C1C)C=C2C3=C(C=CC(=C3)F)NC2=O)C. Drug 2: CC1=C(C(=O)C2=C(C1=O)N3CC4C(C3(C2COC(=O)N)OC)N4)N. Cell line: SNB-75. Synergy scores: CSS=21.3, Synergy_ZIP=-4.85, Synergy_Bliss=-2.20, Synergy_Loewe=-0.502, Synergy_HSA=0.00338. (3) Drug 1: C1CC(=O)NC(=O)C1N2CC3=C(C2=O)C=CC=C3N. Drug 2: CC12CCC3C(C1CCC2=O)CC(=C)C4=CC(=O)C=CC34C. Cell line: SF-295. Synergy scores: CSS=43.6, Synergy_ZIP=-1.43, Synergy_Bliss=-1.18, Synergy_Loewe=0.0119, Synergy_HSA=0.0150.